From a dataset of Reaction yield outcomes from USPTO patents with 853,638 reactions. Predict the reaction yield, written as a fraction of the theoretical maximum amount of product (1.0 means a 100% yield; for example, 0.34 means a 34% yield). (1) The reactants are [Br:1][C:2]1[C:3]([F:12])=[C:4]2[C:10]([NH2:11])=[CH:9][NH:8][C:5]2=[N:6][CH:7]=1.[CH3:13][C:14]1[N:22]=[CH:21][CH:20]=[CH:19][C:15]=1[C:16](O)=[O:17].O=C1N(P(Cl)(N2CCOC2=O)=O)CCO1.C(N(CC)CC)C.[Li+].[OH-]. The catalyst is C(Cl)Cl. The product is [Br:1][C:2]1[C:3]([F:12])=[C:4]2[C:10]([NH:11][C:16](=[O:17])[C:15]3[CH:19]=[CH:20][CH:21]=[N:22][C:14]=3[CH3:13])=[CH:9][NH:8][C:5]2=[N:6][CH:7]=1. The yield is 0.840. (2) The reactants are [CH3:1][N:2]1[C:6]2=[N:7][CH:8]=[CH:9][CH:10]=[C:5]2[CH:4]=[C:3]1B1OC(C)(C)C(C)(C)O1.[CH2:20]([CH:22]([C:25]1[C:26]2[N:27]([C:32](I)=[C:33]([CH3:35])[N:34]=2)[N:28]=[C:29]([CH3:31])[CH:30]=1)[CH2:23][CH3:24])[CH3:21].C([O-])([O-])=O.[Na+].[Na+].COCCOC.O. The catalyst is C(Cl)Cl.C1C=CC([P]([Pd]([P](C2C=CC=CC=2)(C2C=CC=CC=2)C2C=CC=CC=2)([P](C2C=CC=CC=2)(C2C=CC=CC=2)C2C=CC=CC=2)[P](C2C=CC=CC=2)(C2C=CC=CC=2)C2C=CC=CC=2)(C2C=CC=CC=2)C2C=CC=CC=2)=CC=1.CCO. The product is [CH2:20]([CH:22]([C:25]1[C:26]2[N:27]([C:32]([C:3]3[N:2]([CH3:1])[C:6]4=[N:7][CH:8]=[CH:9][CH:10]=[C:5]4[CH:4]=3)=[C:33]([CH3:35])[N:34]=2)[N:28]=[C:29]([CH3:31])[CH:30]=1)[CH2:23][CH3:24])[CH3:21]. The yield is 0.480. (3) The reactants are [Br:1][C:2]1[CH:3]=[C:4]2[C:11]3([C:15](=[O:16])[NH:14][C:13](=O)[NH:12]3)[CH2:10][CH:9]([C:18]3[CH:23]=[CH:22][CH:21]=[C:20]([O:24][CH3:25])[CH:19]=3)[O:8][C:5]2=[CH:6][CH:7]=1.COC1C=CC(P2(SP(C3C=CC(OC)=CC=3)(=S)S2)=[S:35])=CC=1. The catalyst is O1CCOCC1. The product is [Br:1][C:2]1[CH:3]=[C:4]2[C:11]3([C:15](=[O:16])[NH:14][C:13](=[S:35])[NH:12]3)[CH2:10][CH:9]([C:18]3[CH:23]=[CH:22][CH:21]=[C:20]([O:24][CH3:25])[CH:19]=3)[O:8][C:5]2=[CH:6][CH:7]=1. The yield is 0.710. (4) The reactants are Br[C:2]1[CH:3]=[N:4][N:5]([C:9]2[CH:22]=[CH:21][C:12]([C:13]([NH:15][CH2:16][CH2:17][CH2:18][O:19][CH3:20])=[O:14])=[CH:11][N:10]=2)[C:6]=1[O:7][CH3:8].[F:23][C:24]1[CH:29]=[C:28](B2OC(C)(C)C(C)(C)O2)[CH:27]=[CH:26][C:25]=1[CH2:39][C:40]#[N:41].C(=O)(O)[O-].[Na+]. The product is [C:40]([CH2:39][C:25]1[CH:26]=[CH:27][C:28]([C:2]2[CH:3]=[N:4][N:5]([C:9]3[CH:22]=[CH:21][C:12]([C:13]([NH:15][CH2:16][CH2:17][CH2:18][O:19][CH3:20])=[O:14])=[CH:11][N:10]=3)[C:6]=2[O:7][CH3:8])=[CH:29][C:24]=1[F:23])#[N:41]. The yield is 0.471. The catalyst is O1CCOCC1.O.CCOC(C)=O.CC(P(C(C)(C)C)[C]1[CH][CH][CH][CH]1)(C)C.CC(P(C(C)(C)C)[C]1[CH][CH][CH][CH]1)(C)C.Cl[Pd]Cl.[Fe]. (5) The reactants are [Br:1][C:2]1[CH:9]=[C:8](F)[C:5]([CH:6]=O)=[C:4]([F:11])[CH:3]=1.C(=O)([O-])[O-].[NH2:16][C:17]([NH2:19])=[NH2+:18].[NH2:16][C:17]([NH2:19])=[NH2+:18]. The catalyst is CC(N(C)C)=O. The product is [Br:1][C:2]1[CH:9]=[C:8]2[C:5]([CH:6]=[N:16][C:17]([NH2:19])=[N:18]2)=[C:4]([F:11])[CH:3]=1. The yield is 0.830.